This data is from Full USPTO retrosynthesis dataset with 1.9M reactions from patents (1976-2016). The task is: Predict the reactants needed to synthesize the given product. (1) The reactants are: S(Cl)([Cl:3])=O.O[CH2:6][C:7](=[CH2:13])[C:8]([O:10][CH2:11][CH3:12])=[O:9]. Given the product [Cl:3][CH2:6][C:7](=[CH2:13])[C:8]([O:10][CH2:11][CH3:12])=[O:9], predict the reactants needed to synthesize it. (2) Given the product [NH2:1][C:4]1[CH:5]=[CH:6][C:7]2[N:8]([CH:10]=[C:11]([C:13]([O:15][CH2:16][CH3:17])=[O:14])[N:12]=2)[CH:9]=1, predict the reactants needed to synthesize it. The reactants are: [N+:1]([C:4]1[CH:5]=[CH:6][C:7]2[N:8]([CH:10]=[C:11]([C:13]([O:15][CH2:16][CH3:17])=[O:14])[N:12]=2)[CH:9]=1)([O-])=O. (3) Given the product [CH2:63]([O:62][CH2:61][CH2:60][NH:59][C:57]([C:40]1[C:39](=[O:65])[N:38]([CH2:37][CH2:36][CH2:35][NH:26][C:27](=[O:34])[O:19][CH3:15])[C:47]2[C:42]([C:41]=1[OH:56])=[N:43][CH:44]=[C:45]([CH2:48][C:49]1[CH:54]=[CH:53][C:52]([F:55])=[CH:51][CH:50]=1)[CH:46]=2)=[O:58])[CH3:64], predict the reactants needed to synthesize it. The reactants are: FC1C=CC(CC2C=C3C(C(O)=C(C(N)=O)[C:15](=[O:19])N3)=NC=2)=CC=1.O=C1C2C(=CC=CC=2)[C:27](=[O:34])[N:26]1[CH2:35][CH2:36][CH2:37][N:38]1[C:47]2[C:42](=[N:43][CH:44]=[C:45]([CH2:48][C:49]3[CH:54]=[CH:53][C:52]([F:55])=[CH:51][CH:50]=3)[CH:46]=2)[C:41]([OH:56])=[C:40]([C:57]([NH:59][CH2:60][CH2:61][O:62][CH2:63][CH3:64])=[O:58])[C:39]1=[O:65].NN.O. (4) Given the product [CH:15](=[C:16]1[CH2:17][CH2:18][CH2:13][C:12]1=[O:19])[C:21]1[CH:26]=[CH:25][CH:24]=[CH:23][CH:22]=1, predict the reactants needed to synthesize it. The reactants are: C1(N2CCOCC2)CCCC=1.[CH:12](=[O:19])[C:13]1[CH:18]=[CH:17][CH:16]=[CH:15]C=1.Cl.[CH:21]1[CH:26]=[CH:25][CH:24]=[CH:23][CH:22]=1.